Dataset: Peptide-MHC class I binding affinity with 185,985 pairs from IEDB/IMGT. Task: Regression. Given a peptide amino acid sequence and an MHC pseudo amino acid sequence, predict their binding affinity value. This is MHC class I binding data. The MHC is HLA-B08:01 with pseudo-sequence HLA-B08:01. The peptide sequence is DTVLFNAGL. The binding affinity (normalized) is 0.0847.